Dataset: Catalyst prediction with 721,799 reactions and 888 catalyst types from USPTO. Task: Predict which catalyst facilitates the given reaction. Reactant: Br[C:2]1[CH:3]=[CH:4][C:5]([F:23])=[C:6]([CH:22]=1)[CH2:7][N:8]1[CH2:13][CH2:12][N:11]([CH3:14])[CH2:10][C@@H:9]1[C:15]1[CH:20]=[CH:19][C:18]([F:21])=[CH:17][CH:16]=1.[B:24]1([B:24]2[O:28][C:27]([CH3:30])([CH3:29])[C:26]([CH3:32])([CH3:31])[O:25]2)[O:28][C:27]([CH3:30])([CH3:29])[C:26]([CH3:32])([CH3:31])[O:25]1.C([O-])(=O)C.[K+].C(Cl)Cl. Product: [F:21][C:18]1[CH:19]=[CH:20][C:15]([C@H:9]2[CH2:10][N:11]([CH3:14])[CH2:12][CH2:13][N:8]2[CH2:7][C:6]2[CH:22]=[C:2]([B:24]3[O:28][C:27]([CH3:30])([CH3:29])[C:26]([CH3:32])([CH3:31])[O:25]3)[CH:3]=[CH:4][C:5]=2[F:23])=[CH:16][CH:17]=1. The catalyst class is: 140.